This data is from Reaction yield outcomes from USPTO patents with 853,638 reactions. The task is: Predict the reaction yield, written as a fraction of the theoretical maximum amount of product (1.0 means a 100% yield; for example, 0.34 means a 34% yield). (1) The reactants are Br[C:2]1[O:6][C:5]([C:7]2[CH:12]=[CH:11][C:10]([O:13][CH3:14])=[CH:9][CH:8]=2)=[N:4][C:3]=1[CH:15]([O:35][C:36]1[C:37]([F:46])=[C:38]([C:42]([F:45])=[CH:43][CH:44]=1)[C:39]([NH2:41])=[O:40])[CH2:16][O:17][Si:18]([C:31]([CH3:34])([CH3:33])[CH3:32])([C:25]1[CH:30]=[CH:29][CH:28]=[CH:27][CH:26]=1)[C:19]1[CH:24]=[CH:23][CH:22]=[CH:21][CH:20]=1.C([O-])([O-])=O.[Cs+].[Cs+].O1CCO[CH2:55][CH2:54]1. The catalyst is O.CCOC(C)=O. The product is [Si:18]([O:17][CH2:16][CH:15]([C:3]1[N:4]=[C:5]([C:7]2[CH:12]=[CH:11][C:10]([O:13][CH3:14])=[CH:9][CH:8]=2)[O:6][C:2]=1[CH:54]=[CH2:55])[O:35][C:36]1[C:37]([F:46])=[C:38]([C:42]([F:45])=[CH:43][CH:44]=1)[C:39]([NH2:41])=[O:40])([C:31]([CH3:34])([CH3:33])[CH3:32])([C:25]1[CH:30]=[CH:29][CH:28]=[CH:27][CH:26]=1)[C:19]1[CH:24]=[CH:23][CH:22]=[CH:21][CH:20]=1. The yield is 0.970. (2) The reactants are [CH3:1][O:2][C:3]1[CH:4]=[CH:5][C:6]2[O:11][CH2:10][C:9](=[O:12])[NH:8][C:7]=2[CH:13]=1.C([O-])([O-])=O.[Cs+].[Cs+].[Cl:20][CH2:21][CH2:22][CH2:23]I. The catalyst is CCCCCCC.CCOC(C)=O. The product is [Cl:20][CH2:21][CH2:22][CH2:23][N:8]1[C:7]2[CH:13]=[C:3]([O:2][CH3:1])[CH:4]=[CH:5][C:6]=2[O:11][CH2:10][C:9]1=[O:12]. The yield is 0.420. (3) The reactants are [CH3:1][C:2](C)([O-])[CH3:3].[K+].[Br-].C([PH3+])CC.[N:12]1[CH:17]=[CH:16][C:15]([CH:18]=O)=[CH:14][CH:13]=1.O. The catalyst is C1COCC1. The product is [CH2:18]([C:15]1[CH:16]=[CH:17][N:12]=[CH:13][CH:14]=1)[CH2:1][CH2:2][CH3:3]. The yield is 0.920. (4) The product is [CH3:14][C:15]1[C:19]([C:20]2[NH:30][C:7]3[CH:6]=[C:5]([CH2:8][C:9]([O:11][CH2:12][CH3:13])=[O:10])[CH:4]=[CH:3][C:2]=3[N:1]=2)=[C:18]([CH3:23])[O:17][N:16]=1. No catalyst specified. The reactants are [NH2:1][C:2]1[CH:7]=[CH:6][C:5]([CH2:8][C:9]([O:11][CH2:12][CH3:13])=[O:10])=[CH:4][CH:3]=1.[CH3:14][C:15]1[C:19]([C:20](O)=O)=[C:18]([CH3:23])[O:17][N:16]=1.C(OCC#[N:30])(C)C.CC1C=C(C)C=CC=1C(N)COC(C)C. The yield is 0.490. (5) The reactants are [CH3:1][C:2]1[C:7]([OH:8])=[CH:6][CH:5]=[CH:4][N:3]=1.[H-].[Na+].Br[C:12]1[CH:13]=[C:14]([N+]([O-])=O)[C:15]([C:18]#[N:19])=[N:16][CH:17]=1.[N:23]1[CH:28]=[CH:27][CH:26]=[CH:25][C:24]=1[SH:29]. The catalyst is CN(C=O)C. The product is [CH3:1][C:2]1[C:7]([O:8][C:14]2[C:15]([C:18]#[N:19])=[N:16][CH:17]=[C:12]([S:29][C:24]3[CH:25]=[CH:26][CH:27]=[CH:28][N:23]=3)[CH:13]=2)=[CH:6][CH:5]=[CH:4][N:3]=1. The yield is 0.850. (6) The reactants are [CH:1]1([NH2:4])[CH2:3][CH2:2]1.[CH:5]([C:7]1[CH:12]=[CH:11][C:10]([C:13]#[C:14][C:15]2[CH:20]=[CH:19][C:18]([C:21](=[O:33])[N:22]([CH:24]([C:29]([NH:31][CH3:32])=[O:30])[C:25]([O:27][CH3:28])=[O:26])[CH3:23])=[CH:17][CH:16]=2)=[CH:9][CH:8]=1)=O.C(O[BH-](OC(=O)C)OC(=O)C)(=O)C.[Na+].C(=O)([O-])O.[Na+]. The catalyst is C(Cl)(Cl)Cl.C(O)(=O)C. The product is [CH:1]1([NH:4][CH2:5][C:7]2[CH:8]=[CH:9][C:10]([C:13]#[C:14][C:15]3[CH:20]=[CH:19][C:18]([C:21](=[O:33])[N:22]([CH:24]([C:29]([NH:31][CH3:32])=[O:30])[C:25]([O:27][CH3:28])=[O:26])[CH3:23])=[CH:17][CH:16]=3)=[CH:11][CH:12]=2)[CH2:3][CH2:2]1. The yield is 0.740.